This data is from Catalyst prediction with 721,799 reactions and 888 catalyst types from USPTO. The task is: Predict which catalyst facilitates the given reaction. (1) Reactant: Cl.[C:2]1([S:8]([C:11]2[CH:20]=[C:19]3[C:14]([CH:15]([CH2:21][NH2:22])[CH2:16][CH2:17][O:18]3)=[CH:13][CH:12]=2)(=[O:10])=[O:9])[CH:7]=[CH:6][CH:5]=[CH:4][CH:3]=1.[O:23]([C:25]#[N:26])[K]. Product: [C:2]1([S:8]([C:11]2[CH:20]=[C:19]3[C:14]([CH:15]([CH2:21][NH:22][C:25]([NH2:26])=[O:23])[CH2:16][CH2:17][O:18]3)=[CH:13][CH:12]=2)(=[O:10])=[O:9])[CH:3]=[CH:4][CH:5]=[CH:6][CH:7]=1. The catalyst class is: 6. (2) Reactant: C(N(C(C)C)CC)(C)C.CN(C(ON1N=NC2C=CC=CC1=2)=[N+](C)C)C.F[P-](F)(F)(F)(F)F.[CH3:34][N:35]([CH3:41])[C@H:36]1[CH2:40][CH2:39][NH:38][CH2:37]1.[CH2:42]([O:44][C:45](=[O:58])[CH2:46][CH2:47][N:48]1[CH:52]=[CH:51][N:50]=[C:49]1[CH2:53][CH2:54][C:55](O)=[O:56])[CH3:43]. Product: [CH3:34][N:35]([CH3:41])[C@H:36]1[CH2:40][CH2:39][N:38]([C:55](=[O:56])[CH2:54][CH2:53][C:49]2[N:48]([CH2:47][CH2:46][C:45]([O:44][CH2:42][CH3:43])=[O:58])[CH:52]=[CH:51][N:50]=2)[CH2:37]1. The catalyst class is: 4. (3) Reactant: CC1(C)CC(C[N:10]=[C:11]=[O:12])(C)CC([N:13]=[C:14]=[O:15])C1.[C:17]([O-])(=O)[CH2:18]CCCCCCCCCC.C([O-])(=[O:43])CCCCCCCCCCC.C([Sn+2]CCCC)CCC. Product: [N-:10]=[C:11]=[O:12].[NH2:13][C:14]([O:15][CH2:17][CH3:18])=[O:43]. The catalyst class is: 13. (4) Reactant: [CH3:1][C:2]1[C:3]([C:8]([NH:10][C:11]2[CH:16]=[CH:15][CH:14]=[C:13]([O:17][C:18]3[CH:19]=[N:20][C:21]([NH:24][S:25]([C:28]4[CH:33]=[CH:32][C:31]([CH3:34])=[CH:30][CH:29]=4)(=[O:27])=[O:26])=[CH:22][CH:23]=3)[CH:12]=2)=[O:9])=[N:4][CH:5]=[CH:6][CH:7]=1.C(N(CC)C(C)C)(C)C.CN(C)C=O.I[CH2:50][C:51]([NH2:53])=[O:52]. Product: [NH2:53][C:51](=[O:52])[CH2:50][N:20]1[C:21](=[N:24][S:25]([C:28]2[CH:29]=[CH:30][C:31]([CH3:34])=[CH:32][CH:33]=2)(=[O:27])=[O:26])[CH:22]=[CH:23][C:18]([O:17][C:13]2[CH:12]=[C:11]([NH:10][C:8]([C:3]3[C:2]([CH3:1])=[CH:7][CH:6]=[CH:5][N:4]=3)=[O:9])[CH:16]=[CH:15][CH:14]=2)=[CH:19]1. The catalyst class is: 6. (5) Reactant: [CH:1]1[CH:2]=[CH:3][C:4]([Cl:21])=[C:5]([C:7]2[C:14]3[CH:15]=[C:16]([Cl:19])[CH:17]=[CH:18][C:13]=3[NH:12][C:10](=[O:11])[CH:9]([OH:20])[N:8]=2)[CH:6]=1.C(O)C.C(OCC)(=O)C. Product: [CH:1]1[CH:2]=[CH:3][C:4]([Cl:21])=[C:5]([C:7]2[C:14]3[CH:15]=[C:16]([Cl:19])[CH:17]=[CH:18][C:13]=3[NH:12][C:10](=[O:11])[CH:9]([OH:20])[N:8]=2)[CH:6]=1. The catalyst class is: 244. (6) Product: [C:2]([C:7]1[CH:8]=[CH:9][C:10]([CH2:11][NH:12][C:13]2[C:23]3[CH2:22][CH2:21][N:20]([C:24](=[O:29])[C:25]([F:27])([F:28])[F:26])[CH2:19][CH2:18][C:17]=3[CH:16]=[CH:15][C:14]=2[Cl:30])=[CH:31][CH:32]=1)(=[O:3])[CH3:1]. Reactant: [CH3:1][C:2]1([C:7]2[CH:32]=[CH:31][C:10]([CH2:11][NH:12][C:13]3[C:23]4[CH2:22][CH2:21][N:20]([C:24](=[O:29])[C:25]([F:28])([F:27])[F:26])[CH2:19][CH2:18][C:17]=4[CH:16]=[CH:15][C:14]=3[Cl:30])=[CH:9][CH:8]=2)OCC[O:3]1.Cl. The catalyst class is: 5. (7) Reactant: [C:1]([C:3]1[CH:8]=[CH:7][N:6]=[C:5]([O:9][CH2:10][CH:11]2[CH2:16][CH2:15][N:14]([C:17]([O:19][C:20]([CH3:23])([CH3:22])[CH3:21])=[O:18])[CH2:13][CH2:12]2)[CH:4]=1)#N.[H-].C([Al+]CC(C)C)C(C)C.[Cl-].[NH4+].C(C(C(C([O-])=O)O)O)([O-])=[O:37].[Na+].[K+]. Product: [CH:1]([C:3]1[CH:8]=[CH:7][N:6]=[C:5]([O:9][CH2:10][CH:11]2[CH2:16][CH2:15][N:14]([C:17]([O:19][C:20]([CH3:23])([CH3:22])[CH3:21])=[O:18])[CH2:13][CH2:12]2)[CH:4]=1)=[O:37]. The catalyst class is: 11. (8) Reactant: [CH3:1][N:2]1[CH2:7][CH2:6][NH:5][CH2:4][CH2:3]1.[Cl:8][C:9]1[C:10]([C:28]2[CH:29]=[N:30][N:31]3[CH:36]=[CH:35][CH:34]=[CH:33][C:32]=23)=[N:11][C:12]([NH:15][C:16]2[CH:21]=[C:20]([N+:22]([O-:24])=[O:23])[C:19](F)=[CH:18][C:17]=2[O:26][CH3:27])=[N:13][CH:14]=1. Product: [Cl:8][C:9]1[C:10]([C:28]2[CH:29]=[N:30][N:31]3[CH:36]=[CH:35][CH:34]=[CH:33][C:32]=23)=[N:11][C:12]([NH:15][C:16]2[CH:21]=[C:20]([N+:22]([O-:24])=[O:23])[C:19]([N:5]3[CH2:6][CH2:7][N:2]([CH3:1])[CH2:3][CH2:4]3)=[CH:18][C:17]=2[O:26][CH3:27])=[N:13][CH:14]=1. The catalyst class is: 836.